From a dataset of Forward reaction prediction with 1.9M reactions from USPTO patents (1976-2016). Predict the product of the given reaction. (1) Given the reactants [CH3:1][CH2:2][CH2:3][NH:4][C@@H:5]1[CH2:10][C:9]2[S:11][C:12]([NH2:14])=[N:13][C:8]=2[CH2:7][CH2:6]1.[OH2:15].[ClH:16], predict the reaction product. The product is: [CH3:1][CH2:2][CH2:3][NH:4][C@@H:5]1[CH2:10][C:9]2[S:11][C:12]([NH2:14])=[N:13][C:8]=2[CH2:7][CH2:6]1.[OH2:15].[ClH:16].[ClH:16]. (2) Given the reactants S(Cl)([Cl:4])(=O)=O.[C:6]([C:10]1[CH:15]=[CH:14][C:13]([CH:16]([C:18]2[CH:23]=[CH:22][C:21]([Cl:24])=[C:20]([O:25][CH3:26])[N:19]=2)O)=[CH:12][CH:11]=1)([CH3:9])([CH3:8])[CH3:7].C(N(CC)CC)C, predict the reaction product. The product is: [C:6]([C:10]1[CH:15]=[CH:14][C:13]([CH:16]([Cl:4])[C:18]2[N:19]=[C:20]([O:25][CH3:26])[C:21]([Cl:24])=[CH:22][CH:23]=2)=[CH:12][CH:11]=1)([CH3:9])([CH3:8])[CH3:7]. (3) Given the reactants [CH3:1][O:2][C:3]1[C:8]2[C:9]([CH2:12][O:13][C:14]3[CH:22]=[CH:21][CH:20]=[C:19]4[C:15]=3[CH:16]=[C:17]([C:23]([OH:25])=O)[NH:18]4)=[CH:10][O:11][C:7]=2[CH:6]=[C:5]([O:26][CH3:27])[CH:4]=1.Cl.Cl.Cl.[NH2:31][CH:32]1[CH2:37][CH2:36][N:35]([CH2:38][C@@H:39]([N:41]2[CH2:46][CH2:45][C@H:44]([OH:47])[C@@H:43]([CH3:48])[CH2:42]2)[CH3:40])[CH2:34][CH2:33]1, predict the reaction product. The product is: [OH:47][C@H:44]1[CH2:45][CH2:46][N:41]([C@@H:39]([CH3:40])[CH2:38][N:35]2[CH2:34][CH2:33][CH:32]([NH:31][C:23]([C:17]3[NH:18][C:19]4[C:15]([CH:16]=3)=[C:14]([O:13][CH2:12][C:9]3[C:8]5[C:3]([O:2][CH3:1])=[CH:4][C:5]([O:26][CH3:27])=[CH:6][C:7]=5[O:11][CH:10]=3)[CH:22]=[CH:21][CH:20]=4)=[O:25])[CH2:37][CH2:36]2)[CH2:42][C@@H:43]1[CH3:48]. (4) Given the reactants [Cl:1][C:2]1[C:10]([N+:11]([O-:13])=[O:12])=[CH:9][CH:8]=[CH:7][C:3]=1[C:4](O)=[O:5].C(Cl)(=O)C(Cl)=O, predict the reaction product. The product is: [Cl:1][C:2]1[C:10]([N+:11]([O-:13])=[O:12])=[CH:9][CH:8]=[CH:7][C:3]=1[CH2:4][OH:5]. (5) Given the reactants [F:1][C:2]([F:7])([F:6])[C:3]([OH:5])=[O:4].C(OC(=O)[NH:14][CH2:15][CH2:16][N:17]1[CH:21]=[CH:20][NH:19][C:18]1=[O:22])(C)(C)C, predict the reaction product. The product is: [F:1][C:2]([F:7])([F:6])[C:3]([OH:5])=[O:4].[NH2:14][CH2:15][CH2:16][N:17]1[CH:21]=[CH:20][NH:19][C:18]1=[O:22]. (6) Given the reactants [Cl:1][C:2]1[CH:19]=[CH:18][CH:17]=[C:16]([Cl:20])[C:3]=1[CH2:4][O:5][C:6]1[CH:12]=[CH:11][C:9]([NH2:10])=[C:8]([N+:13]([O-])=O)[CH:7]=1.[OH-].[Na+].ClCCl, predict the reaction product. The product is: [Cl:1][C:2]1[CH:19]=[CH:18][CH:17]=[C:16]([Cl:20])[C:3]=1[CH2:4][O:5][C:6]1[CH:7]=[C:8]([NH2:13])[C:9]([NH2:10])=[CH:11][CH:12]=1. (7) Given the reactants Cl[C:2]1[C:11]2[C:6](=[CH:7][C:8]([F:12])=[CH:9][CH:10]=2)[N:5]=[C:4]([C:13]2[CH:18]=[CH:17][CH:16]=[CH:15][N:14]=2)[C:3]=1[CH3:19].[I:20][C:21]1[CH:29]=[C:28]2[C:24]([C:25]([CH3:31])([CH3:30])[CH2:26][NH:27]2)=[CH:23][CH:22]=1.Cl.O1CCOCC1, predict the reaction product. The product is: [F:12][C:8]1[CH:7]=[C:6]2[C:11]([C:2]([N:27]3[C:28]4[C:24](=[CH:23][CH:22]=[C:21]([I:20])[CH:29]=4)[C:25]([CH3:31])([CH3:30])[CH2:26]3)=[C:3]([CH3:19])[C:4]([C:13]3[CH:18]=[CH:17][CH:16]=[CH:15][N:14]=3)=[N:5]2)=[CH:10][CH:9]=1. (8) Given the reactants C([O:3][C:4](=[O:18])[CH2:5][O:6][C:7]1[C:15]2[C:10](=[N:11][CH:12]=[CH:13][CH:14]=2)[S:9][C:8]=1[C:16]#[N:17])C.[N-:19]=[N+:20]=[N-:21].[Na+].Cl, predict the reaction product. The product is: [N:19]1[NH:20][N:21]=[N:17][C:16]=1[C:8]1[S:9][C:10]2=[N:11][CH:12]=[CH:13][CH:14]=[C:15]2[C:7]=1[O:6][CH2:5][C:4]([OH:3])=[O:18]. (9) Given the reactants F[C:2]1[CH:7]=[CH:6][C:5]([N+:8]([O-:10])=[O:9])=[CH:4][CH:3]=1.[SH:11][C:12]1[S:13][CH:14]=[CH:15][N:16]=1, predict the reaction product. The product is: [S:13]1[CH:14]=[CH:15][N:16]=[C:12]1[S:11][C:2]1[CH:7]=[CH:6][C:5]([N+:8]([O-:10])=[O:9])=[CH:4][CH:3]=1. (10) Given the reactants [C:1]([O:5][C:6]([N:8]1[CH2:13][CH2:12][N:11]([C:14]2[CH:15]=[C:16]3[C:25](=[CH:26][C:27]=2[C:28]2[CH:33]=[CH:32][CH:31]=[CH:30][C:29]=2[F:34])[O:24][CH2:23][C:22]2[N:17]3[CH:18]([CH3:44])[C:19](=[O:43])[N:20](COCC[Si](C)(C)C)[N:21]=2)[CH2:10][CH2:9]1)=[O:7])([CH3:4])([CH3:3])[CH3:2].[F-].C([N+](CCCC)(CCCC)CCCC)CCC, predict the reaction product. The product is: [C:1]([O:5][C:6]([N:8]1[CH2:13][CH2:12][N:11]([C:14]2[CH:15]=[C:16]3[C:25](=[CH:26][C:27]=2[C:28]2[CH:33]=[CH:32][CH:31]=[CH:30][C:29]=2[F:34])[O:24][CH2:23][C:22]2[N:17]3[CH:18]([CH3:44])[C:19](=[O:43])[NH:20][N:21]=2)[CH2:10][CH2:9]1)=[O:7])([CH3:4])([CH3:2])[CH3:3].